Task: Predict the reaction yield, written as a fraction of the theoretical maximum amount of product (1.0 means a 100% yield; for example, 0.34 means a 34% yield).. Dataset: Reaction yield outcomes from USPTO patents with 853,638 reactions (1) The reactants are [CH3:1][O:2][C:3]1[C:8]([O:9][CH3:10])=[CH:7][CH:6]=[CH:5][C:4]=1[CH2:11]/[CH:12]=[CH:13]/[C:14]([O:16][CH2:17][CH3:18])=[O:15]. The catalyst is [Pd].C(O)C. The product is [CH3:1][O:2][C:3]1[C:8]([O:9][CH3:10])=[CH:7][CH:6]=[CH:5][C:4]=1[CH2:11][CH:12]=[CH:13][C:14]([O:16][CH2:17][CH3:18])=[O:15]. The yield is 0.960. (2) The reactants are [OH:1][C@@H:2]1[CH2:6][CH2:5][CH2:4][C@H:3]1[NH:7][C:8]1[N:16]=[CH:15][N:14]=[C:13]2[C:9]=1[N:10]=[CH:11][N:12]2[CH:17]1[C@H:21]([OH:22])[C@H:20]([OH:23])[C@@H:19]([CH2:24]Cl)[O:18]1.C(N(CC)CC)C.[H-].[Ca+2].[H-].[F:36][C:37]1[CH:42]=[CH:41][CH:40]=[CH:39][C:38]=1[SH:43]. The catalyst is CN(C)C=O. The product is [OH:1][C@@H:2]1[CH2:6][CH2:5][CH2:4][C@H:3]1[NH:7][C:8]1[N:16]=[CH:15][N:14]=[C:13]2[C:9]=1[N:10]=[CH:11][N:12]2[CH:17]1[C@H:21]([OH:22])[C@H:20]([OH:23])[C@@H:19]([CH2:24][S:43][C:38]2[CH:39]=[CH:40][CH:41]=[CH:42][C:37]=2[F:36])[O:18]1. The yield is 0.630. (3) The catalyst is C1COCC1.CN(C1C=CN=CC=1)C. The yield is 0.160. The reactants are [Cl:1][S:2]([C:5]1[C:15]([CH3:16])=[CH:14][C:8]([O:9][CH2:10][C:11](Cl)=[O:12])=[CH:7][C:6]=1[CH3:17])(=[O:4])=[O:3].[CH2:18]([OH:25])[C:19]1[CH:24]=[CH:23][CH:22]=[CH:21][CH:20]=1.CCN(CC)CC.Cl. The product is [Cl:1][S:2]([C:5]1[C:15]([CH3:16])=[CH:14][C:8]([O:9][CH2:10][C:11]([O:25][CH2:18][C:19]2[CH:24]=[CH:23][CH:22]=[CH:21][CH:20]=2)=[O:12])=[CH:7][C:6]=1[CH3:17])(=[O:4])=[O:3]. (4) The reactants are [FH:1].F.F.C(N(CC)CC)C.[Br:11]N1C(=O)CCC1=O.[CH2:19]=[CH:20][C:21]1[CH:26]=[CH:25][CH:24]=[CH:23][CH:22]=1.[NH4+].[OH-]. The catalyst is C(Cl)Cl. The product is [Br:11][CH2:19][CH:20]([C:21]1[CH:26]=[CH:25][CH:24]=[CH:23][CH:22]=1)[F:1]. The yield is 0.850. (5) The product is [CH3:1][C:2]1([CH3:15])[O:6][C@H:5]([CH2:7][OH:12])[CH2:4][O:3]1. The catalyst is O.CC(C)=O. The reactants are [CH3:1][C:2]1([CH3:15])[O:6][C@H:5]([C@H:7]2[O:12]C(=O)[C@@H](O)[C@H]2O)[CH2:4][O:3]1.I([O-])(=O)(=O)=O.[Na+].[OH-].[Na+].[BH4-].[Na+]. The yield is 0.557.